Dataset: Clinical trial toxicity outcomes and FDA approval status for drugs. Task: Regression/Classification. Given a drug SMILES string, predict its toxicity properties. Task type varies by dataset: regression for continuous values (e.g., LD50, hERG inhibition percentage) or binary classification for toxic/non-toxic outcomes (e.g., AMES mutagenicity, cardiotoxicity, hepatotoxicity). Dataset: clintox. (1) The drug is O=C(c1ccc(F)c(F)c1Nc1ccc(I)cc1F)N1CC(O)([C@@H]2CCCCN2)C1. The result is 1 (failed clinical trial for toxicity). (2) The drug is CCC(C)C(C)(COC(N)=O)COC(N)=O. The result is 0 (passed clinical trial). (3) The compound is CCOC(=O)/C=C(C)/C=C/C=C(C)/C=C/c1c(C)cc(OC)c(C)c1C. The result is 0 (passed clinical trial). (4) The drug is C[C@@H]1C[C@H]2[C@@H]3C[C@H](F)C4=CC(=O)C=C[C@]4(C)[C@@]3(Cl)[C@@H](O)C[C@]2(C)[C@H]1C(=O)COC(=O)C(C)(C)C. The result is 0 (passed clinical trial). (5) The compound is COc1cc2nc(N3CCN(C(=O)C4CCCO4)CC3)nc(N)c2cc1OC. The result is 0 (passed clinical trial). (6) The molecule is Nc1ccc(C(=O)NCC(=O)[O-])cc1. The result is 0 (passed clinical trial).